Dataset: Experimentally validated miRNA-target interactions with 360,000+ pairs, plus equal number of negative samples. Task: Binary Classification. Given a miRNA mature sequence and a target amino acid sequence, predict their likelihood of interaction. (1) Result: 0 (no interaction). The protein sequence of the target gene is MALPFRKDLGDYKDLDEDELLGKLSESELKQLETVLDDLDPENALLPAGFRQKNQTSKSATGPFDRERLLSYLEKQALEHKDRDDYVPYTGEKKGKIFIPKQKPAQTLTEETISLDPELEEALTSASDTELCDLAAILGMHNLIADTPFCDVLGSSNGVNQERFPNVVKGEKILPVFDEPPNPTNVEESLKRIRENDARLVEVNLNNIKNIPIPTLKDFAKTLEANTHVKHFSLAATRSNDPVAVAFADMLKVNKTLKSLNMESNFITGAGVLALIDALRDNETLMELKIDNQRQQLGTS.... The miRNA is hsa-miR-3942-5p with sequence AAGCAAUACUGUUACCUGAAAU. (2) The miRNA is hsa-miR-340-5p with sequence UUAUAAAGCAAUGAGACUGAUU. The protein sequence of the target gene is MSAAPGLLRQELSCPLCLQLFDAPVTAECGHSFCRACLIRVAGEPAADGTVACPCCQAPTRPQALSTNLQLSRLVEGLAQVPQGHCEEHLDPLSIYCEQDRTLVCGVCASLGSHRGHRLLPAAEAQARLKTQLPQQKMQLQEACMRKEKTVAVLEHQLVEVEETVRQFRGAVGEQLGKMRMFLAALESSLDREAERVRGDAGVALRRELSSLNSYLEQLRQMEKVLEEVADKPQTEFLMKFCLVTSRLQKILSESPPPARLDIQLPVISDDFKFQVWKKMFRALMPALEELTFDPSSAHP.... Result: 0 (no interaction). (3) The miRNA is hsa-miR-3120-5p with sequence CCUGUCUGUGCCUGCUGUACA. The protein sequence of the target gene is MAAAIRIRAVAAGARLSVLNCGLGITTRGLCSQPVSVKERIDNKRHAALLGGGQRRIDAQHKRGKLTARERISLLLDPGSFMESDMFVEHRCADFGMAADKNKFPGDSVVTGRGRINGRLVYVFSQDFTVFGGSLSGAHAQKICKIMDQAITVGAPVIGLNDSGGARIQEGVESLAGYADIFLRNVTASGVIPQISLIMGPCAGGAVYSPALTDFTFMVKDTSYLFITGPEVVKSVTNEDVTQEQLGGAKTHTTVSGVAHRAFDNDVDALCNLREFFNFLPLSSQDPAPIRECHDPSDRL.... Result: 0 (no interaction). (4) The miRNA is hsa-miR-8083 with sequence CAGGACUUGACGGCUGCAACU. The protein sequence of the target gene is MGKRRCVPPLEPKLAAGCCGVKKPKLSGSGTHSHGNQSTTVPGSSSGPLQNHQHVDSSSGRENVSDLTLGPGNSPITRMNPASGALSPLPRPNGTANTTKNLVVTAEMCCYCFDVLYCHLYGFPQPRLPRFTNDPYPLFVTWKTGRDKRLRGCIGTFSAMNLHSGLREYTLTSALKDSRFPPLTREELPKLFCSVSLLTNFEDASDYLDWEVGVHGIRIEFINEKGVKRTATYLPEVAKEQDWDQIQTIDSLLRKGGFKAPITSEFRKTIKLTRYRSEKVTISYAEYIASRQHCFQNGTL.... Result: 1 (interaction).